Task: Regression. Given two drug SMILES strings and cell line genomic features, predict the synergy score measuring deviation from expected non-interaction effect.. Dataset: NCI-60 drug combinations with 297,098 pairs across 59 cell lines (1) Drug 1: C1C(C(OC1N2C=NC3=C(N=C(N=C32)Cl)N)CO)O. Drug 2: CC1CCC2CC(C(=CC=CC=CC(CC(C(=O)C(C(C(=CC(C(=O)CC(OC(=O)C3CCCCN3C(=O)C(=O)C1(O2)O)C(C)CC4CCC(C(C4)OC)O)C)C)O)OC)C)C)C)OC. Cell line: A498. Synergy scores: CSS=5.68, Synergy_ZIP=-2.52, Synergy_Bliss=-2.63, Synergy_Loewe=-4.20, Synergy_HSA=-4.25. (2) Drug 1: CC1=C(C=C(C=C1)NC2=NC=CC(=N2)N(C)C3=CC4=NN(C(=C4C=C3)C)C)S(=O)(=O)N.Cl. Drug 2: C1=C(C(=O)NC(=O)N1)F. Cell line: OVCAR3. Synergy scores: CSS=62.3, Synergy_ZIP=3.50, Synergy_Bliss=2.21, Synergy_Loewe=-2.43, Synergy_HSA=2.24. (3) Drug 1: C1CN1P(=S)(N2CC2)N3CC3. Drug 2: C1CN(P(=O)(OC1)NCCCl)CCCl. Cell line: NCI-H322M. Synergy scores: CSS=-8.35, Synergy_ZIP=4.48, Synergy_Bliss=1.46, Synergy_Loewe=-6.36, Synergy_HSA=-6.43. (4) Drug 1: CC1=CC2C(CCC3(C2CCC3(C(=O)C)OC(=O)C)C)C4(C1=CC(=O)CC4)C. Drug 2: CC=C1C(=O)NC(C(=O)OC2CC(=O)NC(C(=O)NC(CSSCCC=C2)C(=O)N1)C(C)C)C(C)C. Cell line: HS 578T. Synergy scores: CSS=54.4, Synergy_ZIP=1.25, Synergy_Bliss=0.375, Synergy_Loewe=-61.3, Synergy_HSA=-3.04. (5) Drug 1: C1=CC(=CC=C1CCCC(=O)O)N(CCCl)CCCl. Drug 2: CCCCC(=O)OCC(=O)C1(CC(C2=C(C1)C(=C3C(=C2O)C(=O)C4=C(C3=O)C=CC=C4OC)O)OC5CC(C(C(O5)C)O)NC(=O)C(F)(F)F)O. Cell line: HCT116. Synergy scores: CSS=41.5, Synergy_ZIP=-8.49, Synergy_Bliss=-4.57, Synergy_Loewe=-2.65, Synergy_HSA=-2.59.